This data is from Forward reaction prediction with 1.9M reactions from USPTO patents (1976-2016). The task is: Predict the product of the given reaction. (1) The product is: [F:1][C:2]1[CH:3]=[C:4]2[C:8](=[CH:9][CH:10]=1)[NH:7][C:6]([C:11]([NH:33][CH2:32][C:28]1[CH:27]=[C:26]([CH:31]=[CH:30][CH:29]=1)[O:25][C:22]1[CH:23]=[CH:24][C:19]([CH2:18][CH2:17][C:16]([OH:35])=[O:15])=[C:20]([CH3:34])[CH:21]=1)=[O:13])=[CH:5]2. Given the reactants [F:1][C:2]1[CH:3]=[C:4]2[C:8](=[CH:9][CH:10]=1)[NH:7][C:6]([C:11]([OH:13])=O)=[CH:5]2.C[O:15][C:16](=[O:35])[CH2:17][CH2:18][C:19]1[CH:24]=[CH:23][C:22]([O:25][C:26]2[CH:31]=[CH:30][CH:29]=[C:28]([CH2:32][NH2:33])[CH:27]=2)=[CH:21][C:20]=1[CH3:34], predict the reaction product. (2) Given the reactants [Cl:1][C:2]1[CH:3]=[C:4]([CH:9]=[C:10]([S:12][CH3:13])[N:11]=1)[C:5]([O:7][CH3:8])=[O:6].C1C=C(Cl)C=C(C(OO)=[O:22])C=1, predict the reaction product. The product is: [Cl:1][C:2]1[CH:3]=[C:4]([CH:9]=[C:10]([S:12]([CH3:13])=[O:22])[N:11]=1)[C:5]([O:7][CH3:8])=[O:6]. (3) Given the reactants [Cl:1][C:2]1[CH:11]=[C:10]2[C:5]([C:6]([N:12]3[CH2:17][CH2:16][N:15](C([O-])=O)[CH:14]([CH2:21][OH:22])[CH2:13]3)=[N:7][CH:8]=[N:9]2)=[CH:4][C:3]=1[C:23]1[CH:28]=[CH:27][C:26]([Cl:29])=[CH:25][CH:24]=1.Cl.CO, predict the reaction product. The product is: [ClH:1].[Cl:1][C:2]1[CH:11]=[C:10]2[C:5]([C:6]([N:12]3[CH2:17][CH2:16][NH:15][CH:14]([CH2:21][OH:22])[CH2:13]3)=[N:7][CH:8]=[N:9]2)=[CH:4][C:3]=1[C:23]1[CH:28]=[CH:27][C:26]([Cl:29])=[CH:25][CH:24]=1. (4) Given the reactants [Cl:1][C:2]1[CH:7]=[CH:6][C:5]([SH:8])=[CH:4][CH:3]=1.C(=O)([O-])[O-].[K+].[K+].Br[CH2:16][CH:17]([O:20][CH3:21])[O:18][CH3:19], predict the reaction product. The product is: [Cl:1][C:2]1[CH:7]=[CH:6][C:5]([S:8][CH2:16][CH:17]([O:20][CH3:21])[O:18][CH3:19])=[CH:4][CH:3]=1.